This data is from NCI-60 drug combinations with 297,098 pairs across 59 cell lines. The task is: Regression. Given two drug SMILES strings and cell line genomic features, predict the synergy score measuring deviation from expected non-interaction effect. (1) Drug 1: CCC1(CC2CC(C3=C(CCN(C2)C1)C4=CC=CC=C4N3)(C5=C(C=C6C(=C5)C78CCN9C7C(C=CC9)(C(C(C8N6C=O)(C(=O)OC)O)OC(=O)C)CC)OC)C(=O)OC)O.OS(=O)(=O)O. Drug 2: C1CN(CCN1C(=O)CCBr)C(=O)CCBr. Cell line: SN12C. Synergy scores: CSS=7.00, Synergy_ZIP=-4.29, Synergy_Bliss=-0.0252, Synergy_Loewe=-3.85, Synergy_HSA=-3.74. (2) Cell line: SK-OV-3. Synergy scores: CSS=36.5, Synergy_ZIP=-6.61, Synergy_Bliss=-5.55, Synergy_Loewe=-26.2, Synergy_HSA=-2.80. Drug 1: C1=CC(=CC=C1CCCC(=O)O)N(CCCl)CCCl. Drug 2: C1=NC2=C(N1)C(=S)N=C(N2)N.